This data is from NCI-60 drug combinations with 297,098 pairs across 59 cell lines. The task is: Regression. Given two drug SMILES strings and cell line genomic features, predict the synergy score measuring deviation from expected non-interaction effect. (1) Drug 2: CCCS(=O)(=O)NC1=C(C(=C(C=C1)F)C(=O)C2=CNC3=C2C=C(C=N3)C4=CC=C(C=C4)Cl)F. Drug 1: COC1=CC(=CC(=C1O)OC)C2C3C(COC3=O)C(C4=CC5=C(C=C24)OCO5)OC6C(C(C7C(O6)COC(O7)C8=CC=CS8)O)O. Synergy scores: CSS=4.03, Synergy_ZIP=-0.0317, Synergy_Bliss=0.390, Synergy_Loewe=-3.18, Synergy_HSA=-1.97. Cell line: OVCAR-4. (2) Drug 1: C1CCN(CC1)CCOC2=CC=C(C=C2)C(=O)C3=C(SC4=C3C=CC(=C4)O)C5=CC=C(C=C5)O. Drug 2: CCC1(CC2CC(C3=C(CCN(C2)C1)C4=CC=CC=C4N3)(C5=C(C=C6C(=C5)C78CCN9C7C(C=CC9)(C(C(C8N6C=O)(C(=O)OC)O)OC(=O)C)CC)OC)C(=O)OC)O.OS(=O)(=O)O. Cell line: EKVX. Synergy scores: CSS=39.4, Synergy_ZIP=2.53, Synergy_Bliss=3.22, Synergy_Loewe=-28.1, Synergy_HSA=2.98. (3) Drug 1: CC1=C2C(C(=O)C3(C(CC4C(C3C(C(C2(C)C)(CC1OC(=O)C(C(C5=CC=CC=C5)NC(=O)OC(C)(C)C)O)O)OC(=O)C6=CC=CC=C6)(CO4)OC(=O)C)OC)C)OC. Drug 2: C1CC(=O)NC(=O)C1N2C(=O)C3=CC=CC=C3C2=O. Cell line: RXF 393. Synergy scores: CSS=26.5, Synergy_ZIP=-1.87, Synergy_Bliss=-4.69, Synergy_Loewe=-33.7, Synergy_HSA=-5.48. (4) Drug 1: CCC(=C(C1=CC=CC=C1)C2=CC=C(C=C2)OCCN(C)C)C3=CC=CC=C3.C(C(=O)O)C(CC(=O)O)(C(=O)O)O. Drug 2: CC1=C2C(C(=O)C3(C(CC4C(C3C(C(C2(C)C)(CC1OC(=O)C(C(C5=CC=CC=C5)NC(=O)C6=CC=CC=C6)O)O)OC(=O)C7=CC=CC=C7)(CO4)OC(=O)C)O)C)OC(=O)C. Cell line: UACC62. Synergy scores: CSS=33.5, Synergy_ZIP=7.09, Synergy_Bliss=11.0, Synergy_Loewe=2.30, Synergy_HSA=11.4. (5) Drug 1: CC1=CC2C(CCC3(C2CCC3(C(=O)C)OC(=O)C)C)C4(C1=CC(=O)CC4)C. Drug 2: CC1C(C(=O)NC(C(=O)N2CCCC2C(=O)N(CC(=O)N(C(C(=O)O1)C(C)C)C)C)C(C)C)NC(=O)C3=C4C(=C(C=C3)C)OC5=C(C(=O)C(=C(C5=N4)C(=O)NC6C(OC(=O)C(N(C(=O)CN(C(=O)C7CCCN7C(=O)C(NC6=O)C(C)C)C)C)C(C)C)C)N)C. Cell line: SNB-75. Synergy scores: CSS=6.00, Synergy_ZIP=3.94, Synergy_Bliss=6.29, Synergy_Loewe=1.59, Synergy_HSA=0.887.